Dataset: Full USPTO retrosynthesis dataset with 1.9M reactions from patents (1976-2016). Task: Predict the reactants needed to synthesize the given product. Given the product [CH3:16][O:17][CH2:18][CH2:19][O:1][C:2]1[C:11]2[C:6](=[CH:7][CH:8]=[CH:9][CH:10]=2)[CH:5]=[CH:4][C:3]=1[C:12]([O:14][CH3:15])=[O:13], predict the reactants needed to synthesize it. The reactants are: [OH:1][C:2]1[C:11]2[C:6](=[CH:7][CH:8]=[CH:9][CH:10]=2)[CH:5]=[CH:4][C:3]=1[C:12]([O:14][CH3:15])=[O:13].[CH3:16][O:17][CH2:18][CH2:19]Br.